From a dataset of Catalyst prediction with 721,799 reactions and 888 catalyst types from USPTO. Predict which catalyst facilitates the given reaction. (1) Reactant: C[O:2][C:3](=[O:33])[C:4]1[CH:9]=[CH:8][CH:7]=[C:6]([CH2:10][N:11]2[C:16](=[O:17])[CH:15]=[CH:14][C:13]([C:18]3[CH:19]=[N:20][CH:21]=[C:22]([CH2:24][NH:25][C:26]([O:28][C:29]([CH3:32])([CH3:31])[CH3:30])=[O:27])[CH:23]=3)=[N:12]2)[CH:5]=1.O.[OH-].[Li+:36]. Product: [Li+:36].[C:29]([O:28][C:26]([NH:25][CH2:24][C:22]1[CH:23]=[C:18]([C:13]2[CH:14]=[CH:15][C:16](=[O:17])[N:11]([CH2:10][C:6]3[CH:5]=[C:4]([CH:9]=[CH:8][CH:7]=3)[C:3]([O-:33])=[O:2])[N:12]=2)[CH:19]=[N:20][CH:21]=1)=[O:27])([CH3:32])([CH3:30])[CH3:31]. The catalyst class is: 20. (2) Reactant: Cl[C:2]1[CH:27]=[CH:26][C:5]([C:6]([NH:8][C:9]2[S:10][C:11]3[C:17]([N:18]4[CH2:23][CH2:22][O:21][CH2:20][CH2:19]4)=[CH:16][CH:15]=[C:14]([O:24][CH3:25])[C:12]=3[N:13]=2)=[O:7])=[CH:4][N:3]=1.[H-].[Na+].[CH2:30]([OH:34])[CH2:31][CH2:32][CH3:33]. Product: [CH2:30]([O:34][C:2]1[CH:27]=[CH:26][C:5]([C:6]([NH:8][C:9]2[S:10][C:11]3[C:17]([N:18]4[CH2:23][CH2:22][O:21][CH2:20][CH2:19]4)=[CH:16][CH:15]=[C:14]([O:24][CH3:25])[C:12]=3[N:13]=2)=[O:7])=[CH:4][N:3]=1)[CH2:31][CH2:32][CH3:33]. The catalyst class is: 887. (3) Reactant: Br[C:2]1[C:11]([N:12]2[CH2:17][CH2:16][N:15]([C:18]3[CH:23]=[CH:22][CH:21]=[CH:20][N:19]=3)[CH2:14][C@@H:13]2[CH3:24])=[N:10][C:9]2[C:4](=[CH:5][CH:6]=[C:7]([C:25]([O:27][CH3:28])=[O:26])[CH:8]=2)[N:3]=1.[CH3:29][C:30]1[NH:31][C:32]2[C:37]([CH:38]=1)=[CH:36][C:35](B1OC(C)(C)C(C)(C)O1)=[CH:34][CH:33]=2.[O-]P([O-])([O-])=O.[K+].[K+].[K+]. Product: [CH3:29][C:30]1[NH:31][C:32]2[C:37]([CH:38]=1)=[CH:36][C:35]([C:2]1[C:11]([N:12]3[CH2:17][CH2:16][N:15]([C:18]4[CH:23]=[CH:22][CH:21]=[CH:20][N:19]=4)[CH2:14][C@@H:13]3[CH3:24])=[N:10][C:9]3[C:4](=[CH:5][CH:6]=[C:7]([C:25]([O:27][CH3:28])=[O:26])[CH:8]=3)[N:3]=1)=[CH:34][CH:33]=2. The catalyst class is: 77. (4) Reactant: [Cl:1][C:2]1[CH:7]=[C:6]([CH3:8])[CH:5]=[C:4]([CH3:9])[C:3]=1[N:10]1[CH2:15][CH2:14][CH2:13][C:12]2=[C:16]([NH2:20])[N:17]([CH3:19])[N:18]=[C:11]12.[CH3:21][CH2:22][CH2:23][C:24](=O)[CH2:25][CH2:26][CH3:27].C(O[BH-](OC(=O)C)OC(=O)C)(=O)C.[Na+]. Product: [Cl:1][C:2]1[CH:7]=[C:6]([CH3:8])[CH:5]=[C:4]([CH3:9])[C:3]=1[N:10]1[CH2:15][CH2:14][CH2:13][C:12]2=[C:16]([NH:20][CH:24]([CH2:25][CH2:26][CH3:27])[CH2:23][CH2:22][CH3:21])[N:17]([CH3:19])[N:18]=[C:11]12. The catalyst class is: 68.